This data is from Full USPTO retrosynthesis dataset with 1.9M reactions from patents (1976-2016). The task is: Predict the reactants needed to synthesize the given product. (1) Given the product [NH2:14][CH2:13][CH2:12][NH:15][C:4]1[C:5]2[CH:10]=[CH:9][NH:8][C:6]=2[N:7]=[C:2]([Cl:1])[N:3]=1, predict the reactants needed to synthesize it. The reactants are: [Cl:1][C:2]1[N:3]=[C:4](Cl)[C:5]2[CH:10]=[CH:9][NH:8][C:6]=2[N:7]=1.[CH2:12]([NH2:15])[CH2:13][NH2:14].C(N(CC)CC)C. (2) Given the product [NH4+:9].[CH2:1]([N:9]1[C:14](=[O:15])[CH2:13][CH:11]([C:10]([O-:18])=[O:17])[CH2:12]1)[CH2:2][CH2:3][CH2:4][CH2:5][CH2:6][CH2:7][CH3:8], predict the reactants needed to synthesize it. The reactants are: [CH2:1]([NH2:9])[CH2:2][CH2:3][CH2:4][CH2:5][CH2:6][CH2:7][CH3:8].[C:10]([OH:18])(=[O:17])[C:11]([CH2:13][C:14](O)=[O:15])=[CH2:12].N1CCOCC1. (3) Given the product [I:28][C:8]1[CH:7]=[C:6]([CH:3]2[CH2:4][CH2:5][O:1][CH2:2]2)[NH:10][N:9]=1, predict the reactants needed to synthesize it. The reactants are: [O:1]1[CH2:5][CH2:4][CH:3]([C:6]2[NH:10][N:9]=[C:8](N)[CH:7]=2)[CH2:2]1.O.C1(C)C=CC(S(O)(=O)=O)=CC=1.N([O-])=O.[Na+].[I-:28].[Na+]. (4) Given the product [CH3:21][O:22][C:23]1[N:28]=[C:27]([NH:29][C:2]2[CH:3]=[C:4]([CH3:20])[C:5]3[CH2:6][N:7]([CH3:19])[CH2:8][CH:9]([C:13]4[S:14][CH:15]=[C:16]([CH3:18])[N:17]=4)[O:10][C:11]=3[N:12]=2)[CH:26]=[CH:25][C:24]=1[C:30]1[CH:31]=[N:32][N:33]([CH3:35])[CH:34]=1, predict the reactants needed to synthesize it. The reactants are: Cl[C:2]1[CH:3]=[C:4]([CH3:20])[C:5]2[CH2:6][N:7]([CH3:19])[CH2:8][CH:9]([C:13]3[S:14][CH:15]=[C:16]([CH3:18])[N:17]=3)[O:10][C:11]=2[N:12]=1.[CH3:21][O:22][C:23]1[N:28]=[C:27]([NH2:29])[CH:26]=[CH:25][C:24]=1[C:30]1[CH:31]=[N:32][N:33]([CH3:35])[CH:34]=1.CC(C)([O-])C.[Na+]. (5) The reactants are: [Cl:1][C:2]1[CH:3]=[C:4]([C@@H:9]2[O:15][CH2:14][CH2:13][N:12]([C:16]([O:18][C:19]([CH3:22])([CH3:21])[CH3:20])=[O:17])[CH2:11][C@H:10]2[CH2:23]OS(C)(=O)=O)[CH:5]=[CH:6][C:7]=1[Cl:8].[N-:29]=[N+:30]=[N-:31].[Na+]. Given the product [N:29]([CH2:23][C@H:10]1[C@H:9]([C:4]2[CH:5]=[CH:6][C:7]([Cl:8])=[C:2]([Cl:1])[CH:3]=2)[O:15][CH2:14][CH2:13][N:12]([C:16]([O:18][C:19]([CH3:22])([CH3:21])[CH3:20])=[O:17])[CH2:11]1)=[N+:30]=[N-:31], predict the reactants needed to synthesize it. (6) Given the product [CH3:31][N:29]1[CH:30]=[C:25]([C:13]2[CH:12]=[CH:11][N:10]=[C:9]([O:8][CH2:7][CH2:6][N:1]3[CH2:2][CH2:3][CH2:4][CH2:5]3)[CH:14]=2)[C:26]2[O:35][C:34]([CH2:36][N:37]3[CH2:42][CH2:41][N:40]([S:43]([CH3:46])(=[O:45])=[O:44])[CH2:39][C@H:38]3[CH3:47])=[CH:33][C:27]=2[C:28]1=[O:32], predict the reactants needed to synthesize it. The reactants are: [N:1]1([CH2:6][CH2:7][O:8][C:9]2[CH:14]=[C:13](B3OC(C)(C)C(C)(C)O3)[CH:12]=[CH:11][N:10]=2)[CH2:5][CH2:4][CH2:3][CH2:2]1.Br[C:25]1[C:26]2[O:35][C:34]([CH2:36][N:37]3[CH2:42][CH2:41][N:40]([S:43]([CH3:46])(=[O:45])=[O:44])[CH2:39][C@H:38]3[CH3:47])=[CH:33][C:27]=2[C:28](=[O:32])[N:29]([CH3:31])[CH:30]=1.C(=O)([O-])[O-].[Na+].[Na+].